From a dataset of Forward reaction prediction with 1.9M reactions from USPTO patents (1976-2016). Predict the product of the given reaction. (1) The product is: [Cl:1][C:2]1[CH:3]=[C:4]([CH:33]=[CH:34][CH:35]=1)[CH2:5][NH:6][C:7]1[N:12]2[N:13]=[CH:14][C:15]([C:16]([NH:40][S:37]([CH3:36])(=[O:39])=[O:38])=[O:17])=[C:11]2[N:10]=[CH:9][C:8]=1[C:19]([N:21]1[CH2:26][CH2:25][CH:24]([C:27]2[CH:32]=[CH:31][CH:30]=[CH:29][CH:28]=2)[CH2:23][CH2:22]1)=[O:20]. Given the reactants [Cl:1][C:2]1[CH:3]=[C:4]([CH:33]=[CH:34][CH:35]=1)[CH2:5][NH:6][C:7]1[N:12]2[N:13]=[CH:14][C:15]([C:16](O)=[O:17])=[C:11]2[N:10]=[CH:9][C:8]=1[C:19]([N:21]1[CH2:26][CH2:25][CH:24]([C:27]2[CH:32]=[CH:31][CH:30]=[CH:29][CH:28]=2)[CH2:23][CH2:22]1)=[O:20].[CH3:36][S:37]([NH2:40])(=[O:39])=[O:38], predict the reaction product. (2) The product is: [CH:12]([C:3]1[CH:4]=[CH:5][C:6]2[C:11](=[CH:10][CH:9]=[CH:8][CH:7]=2)[C:2]=1[CH:21]=[O:22])=[CH2:13]. Given the reactants Br[C:2]1[C:11]2[C:6](=[CH:7][CH:8]=[CH:9][CH:10]=2)[CH:5]=[CH:4][C:3]=1[CH:12]=[CH2:13].C([Li])CCC.CN(C)[CH:21]=[O:22].[Cl-].[NH4+], predict the reaction product. (3) Given the reactants [C:1]([C:3]1[CH:8]=[CH:7][C:6]([CH:9]2[CH2:14][CH2:13][N:12]([C:15]([C:17]3[CH:18]=[CH:19][C:20]([CH3:39])=[C:21]([N:23]([C:32]([O:34][C:35]([CH3:38])([CH3:37])[CH3:36])=[O:33])[S:24]([CH2:27][C:28]([O:30][CH3:31])=[O:29])(=[O:26])=[O:25])[CH:22]=3)=[O:16])[CH2:11][CH2:10]2)=[CH:5][CH:4]=1)#[N:2].[OH-].[K+].I[CH3:43], predict the reaction product. The product is: [C:1]([C:3]1[CH:4]=[CH:5][C:6]([CH:9]2[CH2:10][CH2:11][N:12]([C:15]([C:17]3[CH:18]=[CH:19][C:20]([CH3:39])=[C:21]([N:23]([C:32]([O:34][C:35]([CH3:36])([CH3:38])[CH3:37])=[O:33])[S:24]([CH:27]([CH3:43])[C:28]([O:30][CH3:31])=[O:29])(=[O:26])=[O:25])[CH:22]=3)=[O:16])[CH2:13][CH2:14]2)=[CH:7][CH:8]=1)#[N:2]. (4) Given the reactants [CH:1]([N:14]1[CH2:19][CH2:18][NH:17][CH2:16][CH2:15]1)([C:8]1[CH:13]=[CH:12][CH:11]=[CH:10][CH:9]=1)[C:2]1[CH:7]=[CH:6][CH:5]=[CH:4][CH:3]=1.[F:20][C:21]1[C:27](F)=[CH:26][C:24]([NH2:25])=[C:23]([N+:29]([O-:31])=[O:30])[CH:22]=1.C(=O)([O-])[O-].[K+].[K+], predict the reaction product. The product is: [CH:1]([N:14]1[CH2:19][CH2:18][N:17]([C:27]2[C:21]([F:20])=[CH:22][C:23]([N+:29]([O-:31])=[O:30])=[C:24]([NH2:25])[CH:26]=2)[CH2:16][CH2:15]1)([C:8]1[CH:13]=[CH:12][CH:11]=[CH:10][CH:9]=1)[C:2]1[CH:7]=[CH:6][CH:5]=[CH:4][CH:3]=1. (5) Given the reactants [CH3:1][Mg]Cl.[CH2:4]([C:6](=[CH:9][CH:10]([CH3:12])[CH3:11])[CH:7]=[O:8])[CH3:5], predict the reaction product. The product is: [CH2:4](/[C:6](=[CH:9]\[CH:10]([CH3:12])[CH3:11])/[CH:7]([OH:8])[CH3:1])[CH3:5]. (6) Given the reactants Br[C:2]1[N:10]=[CH:9][C:8]2[NH:7][C:6]3[N:11]=[CH:12][C:13]([C:15]4[CH:20]=[CH:19][C:18]([CH2:21][N:22]5[CH2:27][CH2:26][CH2:25][CH2:24][CH2:23]5)=[CH:17][CH:16]=4)=[CH:14][C:5]=3[C:4]=2[CH:3]=1.CC1(C)C(C)(C)OB([C:36]2[O:40][CH:39]=[N:38][CH:37]=2)O1, predict the reaction product. The product is: [O:40]1[C:36]([C:2]2[N:10]=[CH:9][C:8]3[NH:7][C:6]4[N:11]=[CH:12][C:13]([C:15]5[CH:16]=[CH:17][C:18]([CH2:21][N:22]6[CH2:23][CH2:24][CH2:25][CH2:26][CH2:27]6)=[CH:19][CH:20]=5)=[CH:14][C:5]=4[C:4]=3[CH:3]=2)=[CH:37][N:38]=[CH:39]1. (7) Given the reactants C(OC(=O)[NH:7][C@H:8]1[CH2:10][C@:9]1([F:17])[C:11]1[CH:16]=[CH:15][CH:14]=[CH:13][CH:12]=1)(C)(C)C.[ClH:19].F[C@@]1(C2C=CC=CC=2)C[C@H]1N, predict the reaction product. The product is: [ClH:19].[F:17][C@:9]1([C:11]2[CH:12]=[CH:13][CH:14]=[CH:15][CH:16]=2)[CH2:10][C@@H:8]1[NH2:7]. (8) Given the reactants [C:1]1([C:7]#[C:8][C:9]2[C:13]3[CH:14]=[C:15]([CH:18]=O)[CH:16]=[CH:17][C:12]=3[O:11][CH:10]=2)[CH:6]=[CH:5][CH:4]=[CH:3][CH:2]=1.[S:20]1[CH2:24][C:23](=[O:25])[NH:22][C:21]1=[O:26], predict the reaction product. The product is: [C:1]1([CH2:7][CH2:8][C:9]2[C:13]3[CH:14]=[C:15]([CH:18]=[C:24]4[S:20][C:21](=[O:26])[NH:22][C:23]4=[O:25])[CH:16]=[CH:17][C:12]=3[O:11][CH:10]=2)[CH:2]=[CH:3][CH:4]=[CH:5][CH:6]=1. (9) Given the reactants [NH2:1][C:2]1[CH:3]=[C:4]2[C:9](=[N:10][CH:11]=1)[N:8]=[CH:7][C:6]([C:12]#[N:13])=[C:5]2[NH:14][C:15]1[CH:20]=[CH:19][CH:18]=[C:17]([Br:21])[CH:16]=1.Br[CH2:23][CH:24]=[CH:25][C:26](Cl)=[O:27].[CH3:29][N:30]1CCC[C:31]1=O.CNC, predict the reaction product. The product is: [Br:21][C:17]1[CH:16]=[C:15]([NH:14][C:5]2[C:6]([C:12]#[N:13])=[CH:7][N:8]=[C:9]3[C:4]=2[CH:3]=[C:2]([NH:1][C:26](=[O:27])[CH:25]=[CH:24][CH2:23][N:30]([CH3:31])[CH3:29])[CH:11]=[N:10]3)[CH:20]=[CH:19][CH:18]=1.